This data is from Full USPTO retrosynthesis dataset with 1.9M reactions from patents (1976-2016). The task is: Predict the reactants needed to synthesize the given product. (1) Given the product [Cl:8][C:9]1[C:15]([Cl:16])=[CH:14][CH:13]=[CH:12][C:10]=1[N:11]1[C:4](=[O:5])[CH:3]=[CH:2][C:1]1=[O:7], predict the reactants needed to synthesize it. The reactants are: [C:1]1(=[O:7])O[C:4](=[O:5])[CH:3]=[CH:2]1.[Cl:8][C:9]1[C:15]([Cl:16])=[CH:14][CH:13]=[CH:12][C:10]=1[NH2:11]. (2) Given the product [C:11]1([CH:10]([C:17]2[CH:22]=[CH:21][CH:20]=[CH:19][CH:18]=2)[N:8]2[CH2:9][C:6]([N:24]3[CH2:28][CH2:27][CH2:26][CH2:25]3)([CH3:23])[CH2:7]2)[CH:16]=[CH:15][CH:14]=[CH:13][CH:12]=1, predict the reactants needed to synthesize it. The reactants are: CS(O[C:6]1([CH3:23])[CH2:9][N:8]([CH:10]([C:17]2[CH:22]=[CH:21][CH:20]=[CH:19][CH:18]=2)[C:11]2[CH:16]=[CH:15][CH:14]=[CH:13][CH:12]=2)[CH2:7]1)(=O)=O.[NH:24]1[CH2:28][CH2:27][CH2:26][CH2:25]1. (3) The reactants are: [CH:1]1([N:6]2[CH2:12][C:11]([F:14])([F:13])[C:10](=[O:15])[N:9]([CH3:16])[C:8]3[CH:17]=[N:18][C:19]([NH:21][C:22]4[CH:30]=[CH:29][C:25]([C:26](O)=[O:27])=[CH:24][C:23]=4[O:31][CH2:32][CH3:33])=[N:20][C:7]2=3)[CH2:5][CH2:4][CH2:3][CH2:2]1.ON1C2C=CC=CC=2N=N1.F[P-](F)(F)(F)(F)F.CN(C(N(C)C)=[N+]1C2C=CC=CC=2[N+]([O-])=N1)C.C(N(C(C)C)CC)(C)C.[NH2:77][CH:78]1[CH2:83][CH2:82][O:81][CH2:80][CH2:79]1. Given the product [CH:1]1([N:6]2[CH2:12][C:11]([F:14])([F:13])[C:10](=[O:15])[N:9]([CH3:16])[C:8]3[CH:17]=[N:18][C:19]([NH:21][C:22]4[CH:30]=[CH:29][C:25]([C:26]([NH:77][CH:78]5[CH2:83][CH2:82][O:81][CH2:80][CH2:79]5)=[O:27])=[CH:24][C:23]=4[O:31][CH2:32][CH3:33])=[N:20][C:7]2=3)[CH2:5][CH2:4][CH2:3][CH2:2]1, predict the reactants needed to synthesize it.